This data is from Forward reaction prediction with 1.9M reactions from USPTO patents (1976-2016). The task is: Predict the product of the given reaction. (1) Given the reactants Br[C:2](P(=O)(OCC)OCC)([F:4])[F:3].[OH:13][C:14]1[CH:15]=[C:16]2[C:20](=[CH:21][CH:22]=1)[N:19]([C:23]([O:25][C:26]([CH3:29])([CH3:28])[CH3:27])=[O:24])[N:18]=[C:17]2[I:30].[OH-].[K+], predict the reaction product. The product is: [F:3][CH:2]([F:4])[O:13][C:14]1[CH:15]=[C:16]2[C:20](=[CH:21][CH:22]=1)[N:19]([C:23]([O:25][C:26]([CH3:27])([CH3:29])[CH3:28])=[O:24])[N:18]=[C:17]2[I:30]. (2) Given the reactants [Br:1][C:2]1[CH:3]=[C:4]([CH2:13][N:14]2[CH:18]=[CH:17][C:16]([C:19]([O:21][CH2:22][CH3:23])=[O:20])=[N:15]2)[CH:5]=[CH:6][C:7]=1/[C:8](/[NH:11][OH:12])=[N:9]/[H].[C:24]([C:26]1[CH:27]=[C:28]([CH:32]=[CH:33][C:34]=1[O:35][CH:36]([CH3:38])[CH3:37])[C:29](O)=O)#[N:25].C1(C2C=C(C(O)=O)SC=2C(F)(F)F)C=CC=CC=1, predict the reaction product. The product is: [Br:1][C:2]1[CH:3]=[C:4]([CH2:13][N:14]2[CH:18]=[CH:17][C:16]([C:19]([O:21][CH2:22][CH3:23])=[O:20])=[N:15]2)[CH:5]=[CH:6][C:7]=1[C:8]1[N:9]=[C:29]([C:28]2[CH:32]=[CH:33][C:34]([O:35][CH:36]([CH3:38])[CH3:37])=[C:26]([C:24]#[N:25])[CH:27]=2)[O:12][N:11]=1. (3) Given the reactants [CH2:1]([O:3][C:4](=[O:22])[C:5]([CH3:21])([O:14][C:15]1[CH:20]=[CH:19][CH:18]=[CH:17][CH:16]=1)[CH2:6][C:7]1[CH:12]=[CH:11][C:10]([OH:13])=[CH:9][CH:8]=1)[CH3:2].[CH3:23][C:24]1[O:28][C:27]([C:29]2[CH:34]=[CH:33][CH:32]=[C:31]([C:35]3[S:36][CH:37]=[CH:38][CH:39]=3)[CH:30]=2)=[N:26][C:25]=1[CH2:40][CH2:41]OS(C1C=CC(C)=CC=1)(=O)=O.C([O-])([O-])=O.[Cs+].[Cs+], predict the reaction product. The product is: [CH2:1]([O:3][C:4](=[O:22])[C:5]([CH3:21])([O:14][C:15]1[CH:20]=[CH:19][CH:18]=[CH:17][CH:16]=1)[CH2:6][C:7]1[CH:12]=[CH:11][C:10]([O:13][CH2:41][CH2:40][C:25]2[N:26]=[C:27]([C:29]3[CH:34]=[CH:33][CH:32]=[C:31]([C:35]4[S:36][CH:37]=[CH:38][CH:39]=4)[CH:30]=3)[O:28][C:24]=2[CH3:23])=[CH:9][CH:8]=1)[CH3:2]. (4) Given the reactants [CH3:1][N:2]1[CH2:7][CH2:6][N:5]([C:8]([C:10]2[CH:11]=[C:12]([CH:15]=[CH:16][CH:17]=2)[CH:13]=O)=[O:9])[CH2:4][CH2:3]1.[CH2:18]([CH:25]1[CH2:30][CH2:29][NH:28][CH2:27][CH2:26]1)[C:19]1[CH:24]=[CH:23][CH:22]=[CH:21][CH:20]=1, predict the reaction product. The product is: [CH2:18]([CH:25]1[CH2:30][CH2:29][N:28]([CH2:13][C:12]2[CH:11]=[C:10]([C:8]([N:5]3[CH2:6][CH2:7][N:2]([CH3:1])[CH2:3][CH2:4]3)=[O:9])[CH:17]=[CH:16][CH:15]=2)[CH2:27][CH2:26]1)[C:19]1[CH:24]=[CH:23][CH:22]=[CH:21][CH:20]=1. (5) Given the reactants [N:1]1[CH:6]=[CH:5][CH:4]=[CH:3][C:2]=1[C:7]#[C:8][C:9]1[S:13][C:12]([C:14]([O-:16])=[O:15])=[CH:11][CH:10]=1.[OH-].[Na+], predict the reaction product. The product is: [N:1]1[CH:6]=[CH:5][CH:4]=[CH:3][C:2]=1[C:7]#[C:8][C:9]1[S:13][C:12]([C:14]([OH:16])=[O:15])=[CH:11][CH:10]=1.